Task: Predict the product of the given reaction.. Dataset: Forward reaction prediction with 1.9M reactions from USPTO patents (1976-2016) (1) Given the reactants S(=O)(=O)(O)O.[H-].[H-].[H-].[H-].[Li+].[Al+3].[CH2:12]([C:16]1([CH2:37][CH2:38][CH2:39][CH3:40])[C:22](=O)[N:21]([C:24]2[CH:29]=[CH:28][C:27]([O:30][CH3:31])=[CH:26][CH:25]=2)[C:20]2[CH:32]=[C:33]([F:36])[CH:34]=[CH:35][C:19]=2[S:18][CH2:17]1)[CH2:13][CH2:14][CH3:15].[OH-].[Na+], predict the reaction product. The product is: [CH2:12]([C:16]1([CH2:37][CH2:38][CH2:39][CH3:40])[CH2:22][N:21]([C:24]2[CH:29]=[CH:28][C:27]([O:30][CH3:31])=[CH:26][CH:25]=2)[C:20]2[CH:32]=[C:33]([F:36])[CH:34]=[CH:35][C:19]=2[S:18][CH2:17]1)[CH2:13][CH2:14][CH3:15]. (2) Given the reactants [F:1][C:2]([F:10])([F:9])[C:3](=O)[C:4](OC)=[O:5].[F:11][C:12]1[CH:31]=[CH:30][CH:29]=[CH:28][C:13]=1[CH2:14][N:15]1[C:19]2=[N:20][CH:21]=N[CH:23]=[C:18]2[C:17]([C:24](=[NH:27])[NH:25][NH2:26])=[N:16]1.[CH2:32](O)C, predict the reaction product. The product is: [F:11][C:12]1[CH:31]=[CH:30][CH:29]=[CH:28][C:13]=1[CH2:14][N:15]1[C:19]2=[N:20][CH:21]=[CH:32][CH:23]=[C:18]2[C:17]([C:24]2[N:25]=[N:26][C:3]([C:2]([F:10])([F:9])[F:1])=[C:4]([OH:5])[N:27]=2)=[N:16]1.